This data is from Retrosynthesis with 50K atom-mapped reactions and 10 reaction types from USPTO. The task is: Predict the reactants needed to synthesize the given product. (1) Given the product COc1cc(Nc2ccn(Cc3ccc(F)cc3)n2)ccc1-n1cnc(C)c1, predict the reactants needed to synthesize it. The reactants are: COc1cc(Br)ccc1-n1cnc(C)c1.Nc1ccn(Cc2ccc(F)cc2)n1. (2) Given the product COc1ccc2c(O[C@@H]3C[C@H]4C(=O)N[C@]5(C(=O)O)C[C@H]5C=CCCCCC[C@H](NC(=O)OC(C)(C)C)C(=O)N4C3)cc(-c3ccccc3)nc2c1, predict the reactants needed to synthesize it. The reactants are: CCOC(=O)[C@@]12C[C@H]1C=CCCCCC[C@H](NC(=O)OC(C)(C)C)C(=O)N1C[C@H](Oc3cc(-c4ccccc4)nc4cc(OC)ccc34)C[C@H]1C(=O)N2. (3) Given the product CCc1c(-c2cccnc2)[nH]c2ccccc12, predict the reactants needed to synthesize it. The reactants are: CCCC(=O)c1cccnc1.NNc1ccccc1. (4) Given the product OCCCc1c(Cl)cccc1Cl, predict the reactants needed to synthesize it. The reactants are: O=C(O)CCc1c(Cl)cccc1Cl.